Dataset: Full USPTO retrosynthesis dataset with 1.9M reactions from patents (1976-2016). Task: Predict the reactants needed to synthesize the given product. (1) Given the product [NH3:1].[CH2:33]([O:40][C:41]1[CH:46]=[CH:45][C:44]([C@@H:47]([O:50][Si:51]([C:54]([CH3:55])([CH3:57])[CH3:56])([CH3:53])[CH3:52])[CH2:48][NH:1][CH2:2][CH2:3][CH2:4][CH2:5][CH2:6][CH2:7][CH2:8][CH2:9][C:10]2[CH:15]=[CH:14][C:13]([OH:16])=[C:12]([C@@H:17]([C:27]3[CH:28]=[CH:29][CH:30]=[CH:31][CH:32]=3)[CH2:18][CH2:19][N:20]([CH:21]([CH3:23])[CH3:22])[CH:24]([CH3:25])[CH3:26])[CH:11]=2)=[CH:43][C:42]=1[NH:58][S:59]([CH3:62])(=[O:60])=[O:61])[C:34]1[CH:39]=[CH:38][CH:37]=[CH:36][CH:35]=1, predict the reactants needed to synthesize it. The reactants are: [NH2:1][CH2:2][CH2:3][CH2:4][CH2:5][CH2:6][CH2:7][CH2:8][CH2:9][C:10]1[CH:15]=[CH:14][C:13]([OH:16])=[C:12]([C@@H:17]([C:27]2[CH:32]=[CH:31][CH:30]=[CH:29][CH:28]=2)[CH2:18][CH2:19][N:20]([CH:24]([CH3:26])[CH3:25])[CH:21]([CH3:23])[CH3:22])[CH:11]=1.[CH2:33]([O:40][C:41]1[CH:46]=[CH:45][C:44]([C@@H:47]([O:50][Si:51]([C:54]([CH3:57])([CH3:56])[CH3:55])([CH3:53])[CH3:52])[CH2:48]Br)=[CH:43][C:42]=1[NH:58][S:59]([CH3:62])(=[O:61])=[O:60])[C:34]1[CH:39]=[CH:38][CH:37]=[CH:36][CH:35]=1.C(OCC)(=O)C.C(=O)([O-])O.[Na+]. (2) Given the product [Cl:1][C:2]1[C:3]([N:51]2[CH2:50][CH2:49][N:48]([C:45]3[CH:44]=[CH:43][C:42]([F:41])=[CH:47][CH:46]=3)[CH2:53][CH2:52]2)=[C:4]([F:28])[CH:5]=[C:6]2[C:11]=1[N:10]([C:12]1[CH:17]=[CH:16][C:15]([CH2:18][N:30]3[CH2:34][CH2:33][CH2:32][CH2:31]3)=[CH:14][C:13]=1[O:20][CH3:21])[CH:9]=[C:8]([C:22]([OH:24])=[O:23])[C:7]2=[O:27], predict the reactants needed to synthesize it. The reactants are: [Cl:1][C:2]1[C:3](F)=[C:4]([F:28])[CH:5]=[C:6]2[C:11]=1[N:10]([C:12]1[CH:17]=[CH:16][C:15]([CH2:18]O)=[CH:14][C:13]=1[O:20][CH3:21])[CH:9]=[C:8]([C:22]([O:24]CC)=[O:23])[C:7]2=[O:27].[NH:30]1[CH2:34][CH2:33][CH2:32][CH2:31]1.N1CC[C@H](O)C1.[F:41][C:42]1[CH:47]=[CH:46][C:45]([N:48]2[CH2:53][CH2:52][NH:51][CH2:50][CH2:49]2)=[CH:44][CH:43]=1. (3) Given the product [F:29][C:20]1[CH:21]=[C:22]([C:23]2[O:24][C:31]([CH3:32])=[N:42][N:43]=2)[CH:26]=[C:27]([F:28])[C:19]=1[C:14]1[C:13](=[O:30])[CH:12]=[CH:11][N:10]2[C:15]=1[CH:16]=[CH:17][CH:18]=[C:9]2[C:3]1[CH:4]=[CH:5][C:6]([F:8])=[CH:7][C:2]=1[F:1], predict the reactants needed to synthesize it. The reactants are: [F:1][C:2]1[CH:7]=[C:6]([F:8])[CH:5]=[CH:4][C:3]=1[C:9]1[N:10]2[C:15]([CH:16]=[CH:17][CH:18]=1)=[C:14]([C:19]1[C:27]([F:28])=[CH:26][C:22]([C:23](O)=[O:24])=[CH:21][C:20]=1[F:29])[C:13](=[O:30])[CH:12]=[CH:11]2.[C:31](Cl)(=O)[C:32](Cl)=O.CN(C=O)C.[NH2:42][NH2:43]. (4) Given the product [F:18][C:16]1[CH:15]=[CH:14][C:13]([OH:19])=[C:12]([C:8]2[N:7]=[C:6]([NH:20][C@H:21]3[CH2:25][CH2:24][NH:23][CH2:22]3)[C:5]3[C:10](=[CH:11][C:2]([C:36]#[C:35][CH2:34][OH:33])=[CH:3][CH:4]=3)[N:9]=2)[CH:17]=1, predict the reactants needed to synthesize it. The reactants are: Br[C:2]1[CH:11]=[C:10]2[C:5]([C:6]([NH:20][C@H:21]3[CH2:25][CH2:24][N:23](C(OC(C)(C)C)=O)[CH2:22]3)=[N:7][C:8]([C:12]3[CH:17]=[C:16]([F:18])[CH:15]=[CH:14][C:13]=3[OH:19])=[N:9]2)=[CH:4][CH:3]=1.[OH:33][C:34]1C=CC=[CH:36][C:35]=1C1N=C(N[C@H]2CCN(C(OC(C)(C)C)=O)C2)C2C(=CC=C(C#CCO)C=2)N=1.